From a dataset of Forward reaction prediction with 1.9M reactions from USPTO patents (1976-2016). Predict the product of the given reaction. (1) Given the reactants C[Si](C)(C)CCO[CH2:6][N:7]1[CH:11]=[C:10]([CH:12]2[CH2:17][CH2:16][C:15](=[O:18])[CH2:14][CH2:13]2)[CH:9]=[N:8]1.BrC1C=NC=NC=1, predict the reaction product. The product is: [N:8]1[CH:9]=[C:10]([CH:12]2[CH2:17][CH2:16][C:15](=[O:18])[CH2:14][CH2:13]2)[CH:11]=[N:7][CH:6]=1. (2) Given the reactants [CH3:1][C:2]1([CH3:21])[CH:6]([C:7]2[CH:12]=[CH:11][CH:10]=[CH:9][CH:8]=2)[C:5]2[C:13]([CH3:20])=[C:14]([NH2:19])[C:15]([CH3:18])=[C:16]([CH3:17])[C:4]=2[O:3]1.Br[CH2:23][C:24]1[CH:29]=[CH:28][CH:27]=[CH:26][C:25]=1[CH2:30]Br.C(=O)([O-])[O-].[K+].[K+].CN(C)C=O, predict the reaction product. The product is: [CH3:1][C:2]1([CH3:21])[CH:6]([C:7]2[CH:8]=[CH:9][CH:10]=[CH:11][CH:12]=2)[C:5]2[C:13]([CH3:20])=[C:14]([N:19]3[CH2:30][C:25]4[C:24](=[CH:29][CH:28]=[CH:27][CH:26]=4)[CH2:23]3)[C:15]([CH3:18])=[C:16]([CH3:17])[C:4]=2[O:3]1. (3) The product is: [Si:5]([O:18][CH:19]1[CH2:23][CH:22]2[CH:21]([CH:26]2[C:27]([O:29][CH2:30][CH3:31])=[O:28])[CH2:20]1)([C:1]([CH3:4])([CH3:2])[CH3:3])([C:12]1[CH:13]=[CH:14][CH:15]=[CH:16][CH:17]=1)[C:6]1[CH:11]=[CH:10][CH:9]=[CH:8][CH:7]=1. Given the reactants [C:1]([Si:5]([O:18][CH:19]1[CH2:23][CH:22]=[CH:21][CH2:20]1)([C:12]1[CH:17]=[CH:16][CH:15]=[CH:14][CH:13]=1)[C:6]1[CH:11]=[CH:10][CH:9]=[CH:8][CH:7]=1)([CH3:4])([CH3:3])[CH3:2].[N+](=[CH:26][C:27]([O:29][CH2:30][CH3:31])=[O:28])=[N-], predict the reaction product.